This data is from Catalyst prediction with 721,799 reactions and 888 catalyst types from USPTO. The task is: Predict which catalyst facilitates the given reaction. (1) Reactant: [OH:1][C:2]1[CH:7]=[CH:6][C:5]([CH2:8][CH2:9][NH:10][C:11](=[O:13])[CH3:12])=[CH:4][CH:3]=1.Cl[C:15]1[CH:20]=[CH:19][C:18]([O:21][CH:22]2[CH2:26][CH2:25][CH2:24][CH2:23]2)=[CH:17][N:16]=1.C(=O)([O-])[O-].[Cs+].[Cs+]. Product: [CH:22]1([O:21][C:18]2[CH:19]=[CH:20][C:15]([O:1][C:2]3[CH:3]=[CH:4][C:5]([CH2:8][CH2:9][NH:10][C:11](=[O:13])[CH3:12])=[CH:6][CH:7]=3)=[N:16][CH:17]=2)[CH2:23][CH2:24][CH2:25][CH2:26]1. The catalyst class is: 3. (2) Reactant: [F:1][C:2]([F:19])([F:18])[C:3]([NH:5][CH:6]([C:10]1[CH:15]=[CH:14][CH:13]=[C:12]([O:16][CH3:17])[CH:11]=1)[CH2:7][CH2:8][OH:9])=[O:4].[Li][CH2:21][CH2:22][CH2:23]C.CN1C(=O)N(C)CCC1.C(Br)C=C. Product: [CH2:23]([O:9][CH2:8][CH2:7][CH:6]([NH:5][C:3](=[O:4])[C:2]([F:18])([F:19])[F:1])[C:10]1[CH:15]=[CH:14][CH:13]=[C:12]([O:16][CH3:17])[CH:11]=1)[CH:22]=[CH2:21]. The catalyst class is: 1. (3) Reactant: [Br:1][C:2]1[CH:7]=[C:6]([C:8]([CH3:10])=[CH2:9])[C:5]([F:11])=[CH:4][N:3]=1.C[N+]1([O-])CC[O:16]CC1.S(S([O-])=O)([O-])=O.[Na+].[Na+].[OH2:28]. Product: [Br:1][C:2]1[CH:7]=[C:6]([C:8]([OH:16])([CH3:10])[CH2:9][OH:28])[C:5]([F:11])=[CH:4][N:3]=1. The catalyst class is: 21. (4) Reactant: Br[CH2:2][C:3](=O)[C:4]([O:6][CH2:7][CH3:8])=[O:5].[C:10](=[S:14])([NH2:13])[CH2:11][CH3:12].ClC1C=CC(CO)=CC=1CCO. Product: [CH2:11]([C:10]1[S:14][CH:2]=[C:3]([C:4]([O:6][CH2:7][CH3:8])=[O:5])[N:13]=1)[CH3:12]. The catalyst class is: 8. (5) Reactant: [Cl:1][C:2]1[C:3]([C:18]([F:21])([F:20])[F:19])=[CH:4][C:5]([OH:17])=[C:6]([NH:8][C:9](=O)[C:10]2[CH:15]=[CH:14][N:13]=[CH:12][CH:11]=2)[CH:7]=1.O1CCCC1.C1(P(C2C=CC=CC=2)C2C=CC=CC=2)C=CC=CC=1.N(C(OCC)=O)=NC(OCC)=O. Product: [Cl:1][C:2]1[C:3]([C:18]([F:21])([F:20])[F:19])=[CH:4][C:5]2[O:17][C:9]([C:10]3[CH:15]=[CH:14][N:13]=[CH:12][CH:11]=3)=[N:8][C:6]=2[CH:7]=1. The catalyst class is: 11. (6) Reactant: Br[C:2]1[CH:3]=[C:4]([CH:7]=[C:8]([F:10])[CH:9]=1)[C:5]#[N:6].[F:11][C:12]([F:23])([F:22])[C:13]1[N:18]=[CH:17][C:16](B(O)O)=[CH:15][CH:14]=1.C(=O)([O-])[O-].[K+].[K+]. Product: [F:10][C:8]1[CH:7]=[C:4]([CH:3]=[C:2]([C:16]2[CH:17]=[N:18][C:13]([C:12]([F:23])([F:22])[F:11])=[CH:14][CH:15]=2)[CH:9]=1)[C:5]#[N:6]. The catalyst class is: 117. (7) Reactant: C([Si](C)(C)[O:6][CH2:7][CH2:8][CH2:9][N:10]([C:24]1[CH:29]=[CH:28][C:27]([Cl:30])=[CH:26][C:25]=1[CH2:31][C:32]1[C:37]([F:38])=[CH:36][CH:35]=[CH:34][C:33]=1[F:39])[S:11]([C:14]1[CH:19]=[CH:18][C:17]([O:20][CH3:21])=[C:16]([O:22][CH3:23])[CH:15]=1)(=[O:13])=[O:12])(C)(C)C.O.O.O.[F-].C([N+](CCCC)(CCCC)CCCC)CCC. Product: [Cl:30][C:27]1[CH:28]=[CH:29][C:24]([N:10]([CH2:9][CH2:8][CH2:7][OH:6])[S:11]([C:14]2[CH:19]=[CH:18][C:17]([O:20][CH3:21])=[C:16]([O:22][CH3:23])[CH:15]=2)(=[O:13])=[O:12])=[C:25]([CH2:31][C:32]2[C:37]([F:38])=[CH:36][CH:35]=[CH:34][C:33]=2[F:39])[CH:26]=1. The catalyst class is: 7.